This data is from NCI-60 drug combinations with 297,098 pairs across 59 cell lines. The task is: Regression. Given two drug SMILES strings and cell line genomic features, predict the synergy score measuring deviation from expected non-interaction effect. (1) Drug 1: C1=NC2=C(N1)C(=S)N=C(N2)N. Drug 2: C1CC(C1)(C(=O)O)C(=O)O.[NH2-].[NH2-].[Pt+2]. Cell line: SN12C. Synergy scores: CSS=27.2, Synergy_ZIP=-8.09, Synergy_Bliss=-3.46, Synergy_Loewe=-5.91, Synergy_HSA=0.260. (2) Drug 1: C1=CC(=CC=C1CCC2=CNC3=C2C(=O)NC(=N3)N)C(=O)NC(CCC(=O)O)C(=O)O. Drug 2: CCC1=C2CN3C(=CC4=C(C3=O)COC(=O)C4(CC)O)C2=NC5=C1C=C(C=C5)O. Cell line: UO-31. Synergy scores: CSS=22.2, Synergy_ZIP=-15.6, Synergy_Bliss=-14.3, Synergy_Loewe=-9.24, Synergy_HSA=-7.87. (3) Drug 1: CC1CCC2CC(C(=CC=CC=CC(CC(C(=O)C(C(C(=CC(C(=O)CC(OC(=O)C3CCCCN3C(=O)C(=O)C1(O2)O)C(C)CC4CCC(C(C4)OC)OCCO)C)C)O)OC)C)C)C)OC. Synergy scores: CSS=50.2, Synergy_ZIP=-4.68, Synergy_Bliss=-3.01, Synergy_Loewe=-5.24, Synergy_HSA=1.30. Drug 2: CC1CCCC2(C(O2)CC(NC(=O)CC(C(C(=O)C(C1O)C)(C)C)O)C(=CC3=CSC(=N3)C)C)C. Cell line: HCC-2998.